Dataset: Reaction yield outcomes from USPTO patents with 853,638 reactions. Task: Predict the reaction yield, written as a fraction of the theoretical maximum amount of product (1.0 means a 100% yield; for example, 0.34 means a 34% yield). (1) The reactants are [O-]CC.[Na+].[C:5]([CH:9]([C:15]([O:17]CC)=O)[C:10]([O:12]CC)=O)([CH3:8])([CH3:7])[CH3:6].[NH2:20][C:21]([NH2:23])=[O:22]. The catalyst is C(O)C. The product is [C:5]([C:9]1[C:10](=[O:12])[NH:20][C:21](=[O:22])[NH:23][C:15]=1[OH:17])([CH3:6])([CH3:7])[CH3:8]. The yield is 0.480. (2) The reactants are [F:1][C:2]1[CH:9]=[C:8]([N:10]2[CH2:15][CH2:14][O:13][CH2:12][CH2:11]2)[CH:7]=[CH:6][C:3]=1[CH:4]=O.[CH3:16][C@H:17]1[CH2:22][NH:21][CH2:20][CH2:19][N:18]1[C:23]([O:25][C:26]([CH3:29])([CH3:28])[CH3:27])=[O:24].ClCCCl.C(O[BH-](OC(=O)C)OC(=O)C)(=O)C.[Na+]. The catalyst is O. The product is [F:1][C:2]1[CH:9]=[C:8]([N:10]2[CH2:15][CH2:14][O:13][CH2:12][CH2:11]2)[CH:7]=[CH:6][C:3]=1[CH2:4][N:21]1[CH2:20][CH2:19][N:18]([C:23]([O:25][C:26]([CH3:29])([CH3:28])[CH3:27])=[O:24])[C@@H:17]([CH3:16])[CH2:22]1. The yield is 0.930. (3) The reactants are CS([O:5][CH:6]1[CH2:9][N:8]([C:10]([O:12][C:13]([CH3:16])([CH3:15])[CH3:14])=[O:11])[CH2:7]1)(=O)=O.O[C:18]1[CH:23]=[C:22]([CH3:24])[C:21]([C:25]2[CH:30]=[CH:29][CH:28]=[C:27]([CH2:31][O:32][C:33]3[CH:46]=[CH:45][C:36]4[C@H:37]([CH2:40][C:41]([O:43][CH3:44])=[O:42])[CH2:38][O:39][C:35]=4[CH:34]=3)[CH:26]=2)=[C:20]([CH3:47])[CH:19]=1.C(=O)([O-])[O-].[Cs+].[Cs+].O. The catalyst is CN(C)C=O. The product is [CH3:44][O:43][C:41](=[O:42])[CH2:40][C@H:37]1[C:36]2[CH:45]=[CH:46][C:33]([O:32][CH2:31][C:27]3[CH:26]=[C:25]([C:21]4[C:22]([CH3:24])=[CH:23][C:18]([O:5][CH:6]5[CH2:9][N:8]([C:10]([O:12][C:13]([CH3:16])([CH3:15])[CH3:14])=[O:11])[CH2:7]5)=[CH:19][C:20]=4[CH3:47])[CH:30]=[CH:29][CH:28]=3)=[CH:34][C:35]=2[O:39][CH2:38]1. The yield is 0.500. (4) The catalyst is C(Cl)Cl. The yield is 0.720. The reactants are [Cl:1][C:2]1[S:6][C:5]([S:7]([NH:10][CH:11]([C:17]2[N:21]([CH2:22][C:23]3[CH:28]=[CH:27][C:26]([O:29]C)=[CH:25][CH:24]=3)[N:20]=[CH:19][CH:18]=2)[CH:12]([CH2:15][CH3:16])[CH2:13][CH3:14])(=[O:9])=[O:8])=[CH:4][CH:3]=1.B(Br)(Br)Br.O. The product is [Cl:1][C:2]1[S:6][C:5]([S:7]([NH:10][CH:11]([C:17]2[N:21]([CH2:22][C:23]3[CH:24]=[CH:25][C:26]([OH:29])=[CH:27][CH:28]=3)[N:20]=[CH:19][CH:18]=2)[CH:12]([CH2:15][CH3:16])[CH2:13][CH3:14])(=[O:8])=[O:9])=[CH:4][CH:3]=1. (5) The reactants are [N:1]1([C:7]2[CH:8]=[C:9]([N:19](C)[C:20]3[N:25]=[C:24]([NH:26][C:27]4[CH:35]=[CH:34][CH:33]=[C:32]5[C:28]=4[C:29]([CH3:45])=[N:30][N:31]5CC4C=CC(OC)=CC=4)[CH:23]=[CH:22][N:21]=3)[CH:10]=[C:11]([N:13]3[CH2:18][CH2:17][O:16][CH2:15][CH2:14]3)[CH:12]=2)[CH2:6][CH2:5][O:4][CH2:3][CH2:2]1.[C:47](O)(C(F)(F)F)=O. The catalyst is C1(OC)C=CC=CC=1. The product is [N:13]1([C:11]2[CH:10]=[C:9]([NH:19][C:20]3[N:25]=[C:24]([N:26]([CH3:47])[C:27]4[CH:35]=[CH:34][CH:33]=[C:32]5[C:28]=4[C:29]([CH3:45])=[N:30][NH:31]5)[CH:23]=[CH:22][N:21]=3)[CH:8]=[C:7]([N:1]3[CH2:6][CH2:5][O:4][CH2:3][CH2:2]3)[CH:12]=2)[CH2:14][CH2:15][O:16][CH2:17][CH2:18]1. The yield is 0.670. (6) The reactants are Cl.[S:2]1[C:10]2[CH2:9][CH2:8][NH:7][CH2:6][C:5]=2[CH:4]=[CH:3]1.Br[CH:12]([C:16]1[CH:21]=[CH:20][CH:19]=[CH:18][C:17]=1[Cl:22])[C:13]([OH:15])=[O:14].[OH-].[K+].Cl. The catalyst is O.CO. The product is [Cl:22][C:17]1[CH:18]=[CH:19][CH:20]=[CH:21][C:16]=1[CH:12]([N:7]1[CH2:8][CH2:9][C:10]2[S:2][CH:3]=[CH:4][C:5]=2[CH2:6]1)[C:13]([OH:15])=[O:14]. The yield is 0.880.